Dataset: Peptide-MHC class I binding affinity with 185,985 pairs from IEDB/IMGT. Task: Regression. Given a peptide amino acid sequence and an MHC pseudo amino acid sequence, predict their binding affinity value. This is MHC class I binding data. (1) The peptide sequence is HRDGKPRYL. The MHC is HLA-A26:01 with pseudo-sequence HLA-A26:01. The binding affinity (normalized) is 0.0847. (2) The MHC is H-2-Kb with pseudo-sequence H-2-Kb. The peptide sequence is YSQAQKQTA. The binding affinity (normalized) is 0. (3) The peptide sequence is ILLARLFLY. The MHC is HLA-B39:01 with pseudo-sequence HLA-B39:01. The binding affinity (normalized) is 0.213. (4) The peptide sequence is YFENSDLNL. The MHC is HLA-B08:02 with pseudo-sequence HLA-B08:02. The binding affinity (normalized) is 0.0847. (5) The peptide sequence is GQFDSMLAK. The MHC is HLA-A02:01 with pseudo-sequence HLA-A02:01. The binding affinity (normalized) is 0.0847.